This data is from HIV replication inhibition screening data with 41,000+ compounds from the AIDS Antiviral Screen. The task is: Binary Classification. Given a drug SMILES string, predict its activity (active/inactive) in a high-throughput screening assay against a specified biological target. (1) The compound is CC(C)N(C(=O)C12C3C4C5(C#N)C3C1(C#N)C5C42I)C(C)C. The result is 0 (inactive). (2) The drug is CN(C(=O)c1ccccc1S)c1ccccc1. The result is 1 (active). (3) The compound is S=c1[nH]nc(-c2ccccc2)n1N=Cc1ccc(-c2ccc(Cl)cc2)o1. The result is 0 (inactive). (4) The result is 0 (inactive). The compound is CC(C)(C)[Si](C)(C)OCC1OC(n2ccc(=O)[nH]c2=O)CC1(O)CC=NO. (5) The compound is N#CCCN(CCC#N)c1ccc(C=C2N=C(COc3ccccc3)N(c3ccc(Cl)cc3)C2=O)cc1. The result is 0 (inactive).